Dataset: Catalyst prediction with 721,799 reactions and 888 catalyst types from USPTO. Task: Predict which catalyst facilitates the given reaction. (1) Reactant: [Cl:1][C:2]1[CH:3]=[CH:4][C:5]([C:25]#[N:26])=[C:6]([C:8]2[C:13]([O:14][CH3:15])=[CH:12][N:11]([CH:16]([CH2:20][CH:21]([F:23])[F:22])[C:17]([OH:19])=O)[C:10](=[O:24])[CH:9]=2)[CH:7]=1.[NH2:27][C:28]1[CH:38]=[CH:37][C:31]([C:32]([O:34][CH2:35][CH3:36])=[O:33])=[CH:30][CH:29]=1.CC(C)N=C=NC(C)C. Product: [Cl:1][C:2]1[CH:3]=[CH:4][C:5]([C:25]#[N:26])=[C:6]([C:8]2[C:13]([O:14][CH3:15])=[CH:12][N:11]([CH:16]([CH2:20][CH:21]([F:23])[F:22])[C:17]([NH:27][C:28]3[CH:29]=[CH:30][C:31]([C:32]([O:34][CH2:35][CH3:36])=[O:33])=[CH:37][CH:38]=3)=[O:19])[C:10](=[O:24])[CH:9]=2)[CH:7]=1. The catalyst class is: 9. (2) The catalyst class is: 59. Product: [Cl:27][C:15](=[O:16])[CH2:14][CH:13]([C:10]1[S:9][C:8]([C:5]2[CH:6]=[CH:7][C:2]([Cl:1])=[CH:3][CH:4]=2)=[N:12][CH:11]=1)[CH2:18][C:19]([O:21][CH2:22][CH3:23])=[O:20]. Reactant: [Cl:1][C:2]1[CH:7]=[CH:6][C:5]([C:8]2[S:9][C:10]([CH:13]([CH2:18][C:19]([O:21][CH2:22][CH3:23])=[O:20])[CH2:14][C:15](O)=[O:16])=[CH:11][N:12]=2)=[CH:4][CH:3]=1.C(Cl)(=O)C([Cl:27])=O. (3) Reactant: [CH2:1]([O:3][C:4]([C:6]1[C:7]([OH:25])=[C:8]2[CH:16]=[CH:15][N:14]([CH2:17][C:18]3[CH:23]=[CH:22][CH:21]=[CH:20][C:19]=3[F:24])[C:9]2=[C:10]([C:12]#[N:13])[N:11]=1)=[O:5])[CH3:2].[C:26](OC(=O)C)(=[O:28])[CH3:27]. Product: [CH2:1]([O:3][C:4]([C:6]1[C:7]([O:25][C:26](=[O:28])[CH3:27])=[C:8]2[CH:16]=[CH:15][N:14]([CH2:17][C:18]3[CH:23]=[CH:22][CH:21]=[CH:20][C:19]=3[F:24])[C:9]2=[C:10]([C:12]#[N:13])[N:11]=1)=[O:5])[CH3:2]. The catalyst class is: 66. (4) Reactant: [CH3:1][CH:2]([CH3:17])[CH2:3][N:4]1[C:9](=[O:10])[CH2:8][C:7](=[O:11])[N:6]([CH2:12][CH:13]([CH3:15])[CH3:14])[C:5]1=[O:16].C(N(C(C)C)CC)(C)C.[N:27]([CH2:30][C:31]([O:33]CC)=[O:32])=[C:28]=[O:29]. Product: [OH:10][C:9]1[N:4]([CH2:3][CH:2]([CH3:17])[CH3:1])[C:5](=[O:16])[N:6]([CH2:12][CH:13]([CH3:15])[CH3:14])[C:7](=[O:11])[C:8]=1[C:28]([NH:27][CH2:30][C:31]([OH:33])=[O:32])=[O:29]. The catalyst class is: 4.